This data is from Forward reaction prediction with 1.9M reactions from USPTO patents (1976-2016). The task is: Predict the product of the given reaction. (1) Given the reactants Br[C:2]1[N:3]([C:18]2[CH:23]=[CH:22][C:21]([F:24])=[CH:20][CH:19]=2)[C:4]([C:8]2[C:13]([F:14])=[CH:12][CH:11]=[C:10](OC)[C:9]=2[F:17])=C(Br)[N:6]=1.[CH3:25]B1OB(C)OB(C)O1.[C:34](=[O:37])([O-])[O-].[Cs+].[Cs+].O1[CH2:45][CH2:44]OCC1, predict the reaction product. The product is: [F:17][C:9]1[C:10]([O:37][CH3:34])=[CH:11][CH:12]=[C:13]([F:14])[C:8]=1[C:4]1[N:3]([C:18]2[CH:23]=[CH:22][C:21]([F:24])=[CH:20][CH:19]=2)[C:2]([CH3:25])=[N:6][C:44]=1[CH3:45]. (2) Given the reactants [CH3:1][CH:2]1[CH:4]([C:5]2[CH:10]=[CH:9][CH:8]=[CH:7][CH:6]=2)[O:3]1.Cl([O-])(=O)(=O)=O.[Li+].[NH3:17], predict the reaction product. The product is: [NH2:17][CH:4]([C:5]1[CH:10]=[CH:9][CH:8]=[CH:7][CH:6]=1)[CH:2]([OH:3])[CH3:1]. (3) Given the reactants [NH2:1][C@H:2]([C:4]1[N:9]([C:10]2[CH:15]=[CH:14][CH:13]=[CH:12][CH:11]=2)[C:8](=[O:16])[C:7]2=[C:17]([CH3:20])[CH:18]=[CH:19][N:6]2[N:5]=1)[CH3:3].[Br:21][C:22]1[C:23]([NH2:29])=[N:24][CH:25]=[N:26][C:27]=1Cl.[F-].[Cs+].C(N(CC)C(C)C)(C)C, predict the reaction product. The product is: [NH2:29][C:23]1[N:24]=[CH:25][N:26]=[C:27]([NH:1][C@H:2]([C:4]2[N:9]([C:10]3[CH:15]=[CH:14][CH:13]=[CH:12][CH:11]=3)[C:8](=[O:16])[C:7]3=[C:17]([CH3:20])[CH:18]=[CH:19][N:6]3[N:5]=2)[CH3:3])[C:22]=1[Br:21]. (4) Given the reactants [CH:1]1([CH:4]([O:6][C:7](=[O:39])[NH:8][C:9]2[CH:14]=[CH:13][C:12]([C:15]3[N:16]([CH:35]4[CH2:38][CH2:37][CH2:36]4)[C:17]4[C:22]([C:23]=3[C:24]#[N:25])=[CH:21][CH:20]=[C:19](B3OC(C)(C)C(C)(C)O3)[CH:18]=4)=[CH:11][CH:10]=2)[CH3:5])[CH2:3][CH2:2]1.Cl[C:41]1[N:46]=[CH:45][CH:44]=[CH:43][N:42]=1.[F-].[Cs+], predict the reaction product. The product is: [CH:1]1([CH:4]([O:6][C:7](=[O:39])[NH:8][C:9]2[CH:14]=[CH:13][C:12]([C:15]3[N:16]([CH:35]4[CH2:38][CH2:37][CH2:36]4)[C:17]4[C:22]([C:23]=3[C:24]#[N:25])=[CH:21][CH:20]=[C:19]([C:41]3[N:46]=[CH:45][CH:44]=[CH:43][N:42]=3)[CH:18]=4)=[CH:11][CH:10]=2)[CH3:5])[CH2:2][CH2:3]1. (5) Given the reactants C(OC1C=C2C(=CC=1)N([C:18]([O:20]C(C)(C)C)=[O:19])N=C2C(=O)N(OC)C)C1C=CC=CC=1.C[Mg+].[Br-].CCOCC.[NH4+].[Cl-].[C:41]([C:44]1[C:52]2[C:47](=C[CH:49]=[C:50](OCC3C=CC=CC=3)[CH:51]=2)[N:46]([C:61](OC(C)(C)C)=O)[N:45]=1)(=[O:43])[CH3:42].C(OC1C=C2C(=CC=1)N[N:80]=C2C(=O)C)C1C=CC=CC=1, predict the reaction product. The product is: [C:41]([C:44]1[C:52]2[C:47](=[N:80][CH:49]=[CH:50][CH:51]=2)[N:46]([CH2:61][C:18]([OH:20])=[O:19])[N:45]=1)(=[O:43])[CH3:42]. (6) Given the reactants [F:1][C:2]1[CH:7]=[CH:6][CH:5]=[CH:4][C:3]=1[N:8]1[C:12]([C:13]2[CH:18]=[CH:17][N:16]=[CH:15][CH:14]=2)=[C:11]([C:19]2[O:23][N:22]=[C:21]([C:24]3[CH:31]=[CH:30][C:27]([CH:28]=O)=[CH:26][CH:25]=3)[N:20]=2)[N:10]=[N:9]1.Cl.[CH3:33][NH2:34], predict the reaction product. The product is: [F:1][C:2]1[CH:7]=[CH:6][CH:5]=[CH:4][C:3]=1[N:8]1[C:12]([C:13]2[CH:18]=[CH:17][N:16]=[CH:15][CH:14]=2)=[C:11]([C:19]2[O:23][N:22]=[C:21]([C:24]3[CH:31]=[CH:30][C:27]([CH2:28][NH:34][CH3:33])=[CH:26][CH:25]=3)[N:20]=2)[N:10]=[N:9]1. (7) Given the reactants [N+:1]([C:4]1[CH:13]=[CH:12][CH:11]=[C:10]2[C:5]=1[CH:6]=[CH:7][O:8][C:9]2=[O:14])([O-])=O, predict the reaction product. The product is: [NH2:1][C:4]1[CH:13]=[CH:12][CH:11]=[C:10]2[C:5]=1[CH2:6][CH2:7][O:8][C:9]2=[O:14].